From a dataset of Catalyst prediction with 721,799 reactions and 888 catalyst types from USPTO. Predict which catalyst facilitates the given reaction. (1) Reactant: [Cl:1][C:2]1[CH:7]=[CH:6][CH:5]=[CH:4][C:3]=1[N:8]1[CH:13]=[CH:12][C:11](=[O:14])[C:10]([C:15](=O)[CH:16]=[CH:17][N:18](C)C)=[N:9]1.[C:22]1([NH:28]N)[CH:27]=[CH:26][CH:25]=[CH:24][CH:23]=1. Product: [Cl:1][C:2]1[CH:7]=[CH:6][CH:5]=[CH:4][C:3]=1[N:8]1[CH:13]=[CH:12][C:11](=[O:14])[C:10]([C:15]2[N:28]([C:22]3[CH:27]=[CH:26][CH:25]=[CH:24][CH:23]=3)[N:18]=[CH:17][CH:16]=2)=[N:9]1. The catalyst class is: 5. (2) Reactant: [CH:1]([Mg]Cl)=[CH2:2].[Br:5][C:6]1[CH:19]=[CH:18][C:17]2[O:16][C:15]3[C:10](=[CH:11][C:12]([I:20])=[CH:13][CH:14]=3)[C:9](=[O:21])[C:8]=2[CH:7]=1. Product: [Br:5][C:6]1[CH:19]=[CH:18][C:17]2[O:16][C:15]3[C:10](=[CH:11][C:12]([I:20])=[CH:13][CH:14]=3)[C:9]([CH:1]=[CH2:2])([OH:21])[C:8]=2[CH:7]=1. The catalyst class is: 1. (3) Reactant: C(N(C(C)C)CC)(C)C.[CH3:10][S:11](Cl)(=[O:13])=[O:12].[F:15][C:16]1[C:24]([O:25][C:26]2[C:35]3[C:30](=[CH:31][C:32]([O:38][CH2:39][CH:40]4[CH2:45][CH2:44][NH:43][CH2:42][CH2:41]4)=[C:33]([O:36][CH3:37])[CH:34]=3)[N:29]=[CH:28][N:27]=2)=[CH:23][CH:22]=[C:21]2[C:17]=1[CH:18]=[C:19]([CH3:46])[NH:20]2. Product: [F:15][C:16]1[C:24]([O:25][C:26]2[C:35]3[C:30](=[CH:31][C:32]([O:38][CH2:39][CH:40]4[CH2:45][CH2:44][N:43]([S:11]([CH3:10])(=[O:13])=[O:12])[CH2:42][CH2:41]4)=[C:33]([O:36][CH3:37])[CH:34]=3)[N:29]=[CH:28][N:27]=2)=[CH:23][CH:22]=[C:21]2[C:17]=1[CH:18]=[C:19]([CH3:46])[NH:20]2. The catalyst class is: 2. (4) Reactant: [NH2:1][C:2]1[CH:3]=[C:4]2[C:9](=[CH:10][C:11]=1[O:12][CH3:13])[N:8]=[CH:7][N:6]=[C:5]2[NH:14][C:15]1[CH:20]=[CH:19][C:18]([F:21])=[C:17]([Cl:22])[CH:16]=1.C(N(CC)CC)C.Cl[C:31](=[O:42])[CH:32]([P:34](=[O:41])([O:38][CH2:39][CH3:40])[O:35][CH2:36][CH3:37])[F:33]. Product: [Cl:22][C:17]1[CH:16]=[C:15]([NH:14][C:5]2[C:4]3[C:9](=[CH:10][C:11]([O:12][CH3:13])=[C:2]([NH:1][C:31](=[O:42])[CH:32]([P:34](=[O:41])([O:38][CH2:39][CH3:40])[O:35][CH2:36][CH3:37])[F:33])[CH:3]=3)[N:8]=[CH:7][N:6]=2)[CH:20]=[CH:19][C:18]=1[F:21]. The catalyst class is: 3.